This data is from Forward reaction prediction with 1.9M reactions from USPTO patents (1976-2016). The task is: Predict the product of the given reaction. Given the reactants [C:1]([N:5]1[C:9]([OH:10])=[CH:8][C:7]([C:11]([F:14])([F:13])[F:12])=[N:6]1)([CH3:4])([CH3:3])[CH3:2].C(=O)([O-])[O-].[K+].[K+].Cl[CH:22]([F:24])[F:23].O, predict the reaction product. The product is: [C:1]([N:5]1[C:9]([O:10][CH:22]([F:24])[F:23])=[CH:8][C:7]([C:11]([F:13])([F:14])[F:12])=[N:6]1)([CH3:4])([CH3:2])[CH3:3].